Dataset: Reaction yield outcomes from USPTO patents with 853,638 reactions. Task: Predict the reaction yield, written as a fraction of the theoretical maximum amount of product (1.0 means a 100% yield; for example, 0.34 means a 34% yield). (1) The product is [Cl:57][C:58]1[CH:59]=[C:60]([N:65]2[C:69](=[O:70])[O:68][N:67]=[C:66]2[C:71]2[C:72]([NH:76][CH2:22][CH2:21][NH:20][C:1]([C:8]3[CH:9]=[CH:10][CH:11]=[CH:12][CH:13]=3)([C:14]3[CH:19]=[CH:18][CH:17]=[CH:16][CH:15]=3)[C:2]3[CH:7]=[CH:6][CH:5]=[CH:4][CH:3]=3)=[N:73][O:74][N:75]=2)[CH:61]=[CH:62][C:63]=1[F:64]. The yield is 0.740. The catalyst is O1CCCC1.C(OC)(C)(C)C. The reactants are [C:1]([NH:20][CH2:21][CH2:22]O)([C:14]1[CH:19]=[CH:18][CH:17]=[CH:16][CH:15]=1)([C:8]1[CH:13]=[CH:12][CH:11]=[CH:10][CH:9]=1)[C:2]1[CH:7]=[CH:6][CH:5]=[CH:4][CH:3]=1.C1(P(C2C=CC=CC=2)C2C=CC=CC=2)C=CC=CC=1.N(C(OC(C)C)=O)=NC(OC(C)C)=O.[Cl:57][C:58]1[CH:59]=[C:60]([N:65]2[C:69](=[O:70])[O:68][N:67]=[C:66]2[C:71]2[C:72]([NH:76]C(=O)C(F)(F)F)=[N:73][O:74][N:75]=2)[CH:61]=[CH:62][C:63]=1[F:64]. (2) The reactants are [Cl:1][C:2]1[N:12]=[CH:11][C:5]2[O:6][CH2:7][C:8](=O)[NH:9][C:4]=2[CH:3]=1. The catalyst is C1COCC1. The product is [Cl:1][C:2]1[N:12]=[CH:11][C:5]2[O:6][CH2:7][CH2:8][NH:9][C:4]=2[CH:3]=1. The yield is 0.740. (3) The reactants are S(Cl)(Cl)=O.[Br:5][CH2:6][C@@:7]([OH:12])([CH3:11])[C:8](O)=[O:9].CCN(CC)CC.[NH2:20][C:21]1[CH:22]=[CH:23][C:24]([C:31]#[N:32])=[C:25]([C:27]([F:30])([F:29])[F:28])[CH:26]=1. The catalyst is C1COCC1.O. The product is [Br:5][CH2:6][C@@:7]([OH:12])([CH3:11])[C:8]([NH:20][C:21]1[CH:22]=[CH:23][C:24]([C:31]#[N:32])=[C:25]([C:27]([F:28])([F:29])[F:30])[CH:26]=1)=[O:9]. The yield is 0.739. (4) The reactants are [C:1]([O:5][C:6]([NH:8][C@H:9]1[CH2:13][CH2:12][CH2:11][C@H:10]1[NH:14][C:15]1[N:24]=[CH:23][C:22]2[C:17](=[CH:18][CH:19]=[C:20]([C:25]3[CH:33]=[CH:32][C:28]([C:29](O)=[O:30])=[CH:27][C:26]=3[O:34][CH3:35])[CH:21]=2)[N:16]=1)=[O:7])([CH3:4])([CH3:3])[CH3:2].[CH:36]1([NH2:39])[CH2:38][CH2:37]1.CN(C(ON1N=NC2C=CC=NC1=2)=[N+](C)C)C.F[P-](F)(F)(F)(F)F.CCN(C(C)C)C(C)C. The catalyst is ClCCl. The product is [CH:36]1([NH:39][C:29]([C:28]2[CH:32]=[CH:33][C:25]([C:20]3[CH:21]=[C:22]4[C:17](=[CH:18][CH:19]=3)[N:16]=[C:15]([NH:14][C@@H:10]3[CH2:11][CH2:12][CH2:13][C@@H:9]3[NH:8][C:6](=[O:7])[O:5][C:1]([CH3:3])([CH3:4])[CH3:2])[N:24]=[CH:23]4)=[C:26]([O:34][CH3:35])[CH:27]=2)=[O:30])[CH2:38][CH2:37]1. The yield is 0.930. (5) The reactants are [CH2:1]([O:8][C:9](=[O:35])[C@@H:10]([NH:20][C:21](=[O:34])[C@@H:22]([NH:26][C:27]([O:29]C(C)(C)C)=O)[CH:23]1[CH2:25][CH2:24]1)[CH2:11][C:12]1[CH:17]=[CH:16][C:15]([O:18][CH3:19])=[CH:14][CH:13]=1)[C:2]1[CH:7]=[CH:6][CH:5]=[CH:4][CH:3]=1.FC(F)(F)C(O)=O.C(N(CC)C(C)C)(C)C.[CH2:52]1[C:60]2[C:55](=[CH:56][CH:57]=[CH:58][CH:59]=2)[CH2:54][CH:53]1C(O)=O.CN(C(ON1N=NC2C=CC=NC1=2)=[N+](C)C)C.F[P-](F)(F)(F)(F)F. The catalyst is ClCCl.O.CN(C=O)C. The product is [CH2:1]([O:8][C:9](=[O:35])[C@@H:10]([NH:20][C:21](=[O:34])[C@H:22]([CH:23]1[CH2:25][CH2:24]1)[NH:26][C:27]([CH:53]1[CH2:52][C:60]2[C:55](=[CH:56][CH:57]=[CH:58][CH:59]=2)[CH2:54]1)=[O:29])[CH2:11][C:12]1[CH:13]=[CH:14][C:15]([O:18][CH3:19])=[CH:16][CH:17]=1)[C:2]1[CH:3]=[CH:4][CH:5]=[CH:6][CH:7]=1. The yield is 0.950. (6) The reactants are [H-].[Na+].Cl[CH2:4][C:5]1[CH:10]=[CH:9][C:8]([O:11][CH3:12])=[CH:7][CH:6]=1.[I-].[Na+]. The catalyst is O1CCCC1. The product is [CH3:12][O:11][C:8]1[CH:9]=[CH:10][C:5]([CH2:4][O:11][CH2:8][CH2:7][C:6]#[C:5][CH3:4])=[CH:6][CH:7]=1. The yield is 0.850.